Dataset: Catalyst prediction with 721,799 reactions and 888 catalyst types from USPTO. Task: Predict which catalyst facilitates the given reaction. (1) Reactant: [CH3:1][O:2][N:3]=[C:4]([C:12]1[CH:17]=[CH:16][C:15]([Cl:18])=[CH:14][CH:13]=1)[CH2:5][CH2:6][CH:7]1[CH2:11][CH2:10][CH2:9][CH2:8]1.[Br:19]N1C(=O)CCC1=O.C(OOC(=O)C1C=CC=CC=1)(=O)C1C=CC=CC=1. Product: [CH3:1][O:2][N:3]=[C:4]([C:12]1[CH:13]=[CH:14][C:15]([Cl:18])=[CH:16][CH:17]=1)[CH:5]([Br:19])[CH2:6][CH:7]1[CH2:8][CH2:9][CH2:10][CH2:11]1. The catalyst class is: 53. (2) Reactant: [NH:1]1[C:9]2[C:4](=[CH:5][CH:6]=[CH:7][CH:8]=2)[C:3](/[CH:10]=[C:11]2\[O:12][C:13]3[CH:20]=[C:19]([OH:21])[CH:18]=[CH:17][C:14]=3[C:15]\2=[O:16])=[CH:2]1.[CH3:22][N:23]([CH3:29])[CH:24]1[CH2:28][CH2:27][NH:26][CH2:25]1.[CH2:30]=O. Product: [NH:1]1[C:9]2[C:4](=[CH:5][CH:6]=[CH:7][CH:8]=2)[C:3](/[CH:10]=[C:11]2\[O:12][C:13]3[C:20]([CH2:30][N:26]4[CH2:27][CH2:28][CH:24]([N:23]([CH3:29])[CH3:22])[CH2:25]4)=[C:19]([OH:21])[CH:18]=[CH:17][C:14]=3[C:15]\2=[O:16])=[CH:2]1. The catalyst class is: 8. (3) Reactant: [CH3:1][C:2]1[CH:3]=[C:4]([C:24]2[CH:25]=[C:26]([CH2:30]OS(C)(=O)=O)[CH:27]=[N:28][CH:29]=2)[CH:5]=[C:6]2[C:10]=1[C:9](=[O:11])[N:8]([CH2:12][C:13]1[CH:18]=[CH:17][C:16]([O:19][C:20]([F:23])([F:22])[F:21])=[CH:15][CH:14]=1)[CH2:7]2.[CH3:36][NH:37][CH3:38]. Product: [CH3:36][N:37]([CH2:30][C:26]1[CH:25]=[C:24]([C:4]2[CH:5]=[C:6]3[C:10](=[C:2]([CH3:1])[CH:3]=2)[C:9](=[O:11])[N:8]([CH2:12][C:13]2[CH:14]=[CH:15][C:16]([O:19][C:20]([F:23])([F:22])[F:21])=[CH:17][CH:18]=2)[CH2:7]3)[CH:29]=[N:28][CH:27]=1)[CH3:38]. The catalyst class is: 20.